Dataset: Reaction yield outcomes from USPTO patents with 853,638 reactions. Task: Predict the reaction yield, written as a fraction of the theoretical maximum amount of product (1.0 means a 100% yield; for example, 0.34 means a 34% yield). (1) The reactants are [CH2:1]([N:8]1[C:16]2[CH:15]=[CH:14][CH:13]=[C:12]([OH:17])[C:11]=2[CH:10]=[C:9]1[CH3:18])[C:2]1[CH:7]=[CH:6][CH:5]=[CH:4][CH:3]=1.[H-].[Na+].[CH3:21][O:22][C:23](=[O:32])[CH:24](Br)[C:25]1[CH:30]=[CH:29][CH:28]=[CH:27][CH:26]=1. The catalyst is CN(C)C=O.C(OCC)(=O)C. The product is [CH3:21][O:22][C:23](=[O:32])[CH:24]([O:17][C:12]1[CH:13]=[CH:14][CH:15]=[C:16]2[C:11]=1[CH:10]=[C:9]([CH3:18])[N:8]2[CH2:1][C:2]1[CH:3]=[CH:4][CH:5]=[CH:6][CH:7]=1)[C:25]1[CH:26]=[CH:27][CH:28]=[CH:29][CH:30]=1. The yield is 0.620. (2) The reactants are [NH2:1][CH2:2][CH2:3][C:4]1[N:5]=[C:6]([NH:9][C:10]([NH:12][C:13]2[CH:18]=[CH:17][C:16]([CH3:19])=[CH:15][C:14]=2[C:20]([CH:22]2[CH2:26][CH2:25][CH2:24][CH2:23]2)=[O:21])=[O:11])[S:7][CH:8]=1.Br[CH2:28][C:29]([O:31][CH3:32])=[O:30].CCN(CC)CC. The catalyst is C(Cl)Cl. The product is [CH3:32][O:31][C:29](=[O:30])[CH2:28][NH:1][CH2:2][CH2:3][C:4]1[N:5]=[C:6]([NH:9][C:10]([NH:12][C:13]2[CH:18]=[CH:17][C:16]([CH3:19])=[CH:15][C:14]=2[C:20]([CH:22]2[CH2:23][CH2:24][CH2:25][CH2:26]2)=[O:21])=[O:11])[S:7][CH:8]=1. The yield is 0.500. (3) The reactants are [CH3:1][O:2][C:3]1[C:11]2[S:10][CH:9]=[CH:8][C:7]=2[CH:6]=[CH:5][CH:4]=1.CC1(C)CCCC(C)(C)N1[Li].Cl([F:27])(=O)(=O)=O. The catalyst is C1COCC1. The product is [F:27][C:9]1[S:10][C:11]2[C:3]([O:2][CH3:1])=[CH:4][CH:5]=[CH:6][C:7]=2[CH:8]=1. The yield is 0.500. (4) The reactants are Cl.[CH:2]1([CH2:5][O:6][NH2:7])[CH2:4][CH2:3]1.C(N(C(C)C)CC)(C)C.[F:17][C:18]1[C:23]([F:24])=[C:22]([F:25])[CH:21]=[CH:20][C:19]=1[S:26](Cl)(=[O:28])=[O:27]. The catalyst is ClCCl. The product is [CH:2]1([CH2:5][O:6][NH:7][S:26]([C:19]2[CH:20]=[CH:21][C:22]([F:25])=[C:23]([F:24])[C:18]=2[F:17])(=[O:28])=[O:27])[CH2:4][CH2:3]1. The yield is 0.680. (5) The reactants are [CH3:1][O:2][C:3](=[O:15])[C:4]1[CH:13]=[C:12]([F:14])[CH:11]=[C:6]([C:7](OC)=[O:8])[CH:5]=1.Cl. The catalyst is O1CCCC1. The product is [CH3:1][O:2][C:3](=[O:15])[C:4]1[CH:5]=[C:6]([CH2:7][OH:8])[CH:11]=[C:12]([F:14])[CH:13]=1. The yield is 0.570.